This data is from Catalyst prediction with 721,799 reactions and 888 catalyst types from USPTO. The task is: Predict which catalyst facilitates the given reaction. (1) Reactant: [F:1][C:2]1[CH:11]=[CH:10][C:5]([C:6]([O:8][CH3:9])=[O:7])=[C:4]([OH:12])[CH:3]=1.O[CH2:14][CH2:15][CH2:16][CH2:17][NH:18][C:19](=[O:25])[O:20][C:21]([CH3:24])([CH3:23])[CH3:22].C1(P(C2C=CC=CC=2)C2C=CC=CC=2)C=CC=CC=1.CC(OC(/N=N/C(OC(C)C)=O)=O)C. Product: [C:21]([O:20][C:19]([NH:18][CH2:17][CH2:16][CH2:15][CH2:14][O:12][C:4]1[CH:3]=[C:2]([F:1])[CH:11]=[CH:10][C:5]=1[C:6]([O:8][CH3:9])=[O:7])=[O:25])([CH3:24])([CH3:23])[CH3:22]. The catalyst class is: 1. (2) Reactant: O=P(Cl)(Cl)[Cl:3].[Cl:6][C:7]1[C:16]2[C:11](=[CH:12][C:13]([S:17]([Cl:20])(=[O:19])=[O:18])=[CH:14][CH:15]=2)[C:10](=O)[NH:9][CH:8]=1.CCOCC. Product: [Cl:3][C:10]1[C:11]2[C:16](=[CH:15][CH:14]=[C:13]([S:17]([Cl:20])(=[O:19])=[O:18])[CH:12]=2)[C:7]([Cl:6])=[CH:8][N:9]=1. The catalyst class is: 23. (3) Reactant: I[Si](C)(C)C.C(OC(=O)[NH:12][CH:13]1[CH2:22][CH2:21][C:20]2[C:15](=[C:16]([NH:23][C:24]3[O:25][C:26]([C:29]4[CH:34]=[CH:33][C:32]([C:35]([F:38])([F:37])[F:36])=[CH:31][C:30]=4[F:39])=[CH:27][N:28]=3)[CH:17]=[CH:18][CH:19]=2)[CH2:14]1)(C)(C)C. Product: [F:39][C:30]1[CH:31]=[C:32]([C:35]([F:36])([F:37])[F:38])[CH:33]=[CH:34][C:29]=1[C:26]1[O:25][C:24]([NH:23][C:16]2[C:15]3[CH2:14][CH:13]([NH2:12])[CH2:22][CH2:21][C:20]=3[CH:19]=[CH:18][CH:17]=2)=[N:28][CH:27]=1. The catalyst class is: 2. (4) Reactant: [F:1][C:2]([C@@H:5]1[CH2:10][CH2:9][C@H:8]([O:11][C:12]2[CH:13]=[C:14]3[C:19](=[CH:20][CH:21]=2)[CH:18]=[C:17]([C@:22]2([CH3:28])[CH2:26][O:25]C(=O)[NH:23]2)[CH:16]=[CH:15]3)[CH2:7][CH2:6]1)([F:4])[CH3:3].[Li+].[OH-]. Product: [NH2:23][C@@:22]([C:17]1[CH:16]=[CH:15][C:14]2[C:19](=[CH:20][CH:21]=[C:12]([O:11][C@H:8]3[CH2:9][CH2:10][C@H:5]([C:2]([F:1])([F:4])[CH3:3])[CH2:6][CH2:7]3)[CH:13]=2)[CH:18]=1)([CH3:28])[CH2:26][OH:25]. The catalyst class is: 88. (5) Reactant: I[C:2]1[N:3]=[CH:4][N:5]([CH3:7])[CH:6]=1.C([Mg]Br)C.Cl[C:13]1[C:14](=[O:32])[N:15]([CH2:28][CH:29]([CH3:31])[CH3:30])[C:16]([C:20]2[C:25]([F:26])=[CH:24][CH:23]=[CH:22][C:21]=2[F:27])=[C:17]([Cl:19])[N:18]=1. Product: [Cl:19][C:17]1[N:18]=[C:13]([C:2]2[N:3]=[CH:4][N:5]([CH3:7])[CH:6]=2)[C:14](=[O:32])[N:15]([CH2:28][CH:29]([CH3:30])[CH3:31])[C:16]=1[C:20]1[C:25]([F:26])=[CH:24][CH:23]=[CH:22][C:21]=1[F:27]. The catalyst class is: 4. (6) Reactant: [CH3:1][CH:2]1[CH2:11][C:10]2[N:9]=[N:8][C:7]([C:12]3[CH:17]=[CH:16][CH:15]=[C:14]([C:18]([F:21])([F:20])[F:19])[CH:13]=3)=[CH:6][C:5]=2[CH:4]([OH:22])[CH2:3]1.C(N=C=NCCCN(C)C)C.[C:34]([O:38][C:39]([NH:41][C@H:42]([C:44](O)=[O:45])[CH3:43])=[O:40])([CH3:37])([CH3:36])[CH3:35]. Product: [C:34]([O:38][C:39]([NH:41][C@H:42]([C:44]([O:22][CH:4]1[CH2:3][CH:2]([CH3:1])[CH2:11][C:10]2[N:9]=[N:8][C:7]([C:12]3[CH:17]=[CH:16][CH:15]=[C:14]([C:18]([F:21])([F:20])[F:19])[CH:13]=3)=[CH:6][C:5]1=2)=[O:45])[CH3:43])=[O:40])([CH3:36])([CH3:37])[CH3:35]. The catalyst class is: 217.